This data is from Catalyst prediction with 721,799 reactions and 888 catalyst types from USPTO. The task is: Predict which catalyst facilitates the given reaction. Reactant: [CH3:1][N:2]1[C:6]2=[N:7][CH:8]=[CH:9][CH:10]=[C:5]2[N:4]=[C:3]1S(C)(=O)=O.[CH2:15]([N:17]1[C:25]2[C:20](=[N:21][CH:22]=[CH:23][C:24]=2[CH3:26])[N:19]([C:27]2[CH:32]=[CH:31][C:30]([OH:33])=[CH:29][CH:28]=2)[C:18]1=[O:34])[CH3:16].C(=O)([O-])[O-].[K+].[K+].O. Product: [CH2:15]([N:17]1[C:25]2[C:20](=[N:21][CH:22]=[CH:23][C:24]=2[CH3:26])[N:19]([C:27]2[CH:32]=[CH:31][C:30]([O:33][C:3]3[N:2]([CH3:1])[C:6]4=[N:7][CH:8]=[CH:9][CH:10]=[C:5]4[N:4]=3)=[CH:29][CH:28]=2)[C:18]1=[O:34])[CH3:16]. The catalyst class is: 44.